This data is from Full USPTO retrosynthesis dataset with 1.9M reactions from patents (1976-2016). The task is: Predict the reactants needed to synthesize the given product. (1) Given the product [CH3:14][CH:15]([CH3:31])[C:16]([NH:18][C:19]1[CH:24]=[CH:23][CH:22]=[C:21]([CH:25]2[CH2:30][CH2:29][N:28]([CH2:10][C:9]3[CH:12]=[CH:13][C:6]([N:1]4[CH:5]=[CH:4][CH:3]=[N:2]4)=[CH:7][CH:8]=3)[CH2:27][CH2:26]2)[CH:20]=1)=[O:17], predict the reactants needed to synthesize it. The reactants are: [N:1]1([C:6]2[CH:13]=[CH:12][C:9]([CH:10]=O)=[CH:8][CH:7]=2)[CH:5]=[CH:4][CH:3]=[N:2]1.[CH3:14][CH:15]([CH3:31])[C:16]([NH:18][C:19]1[CH:24]=[CH:23][CH:22]=[C:21]([CH:25]2[CH2:30][CH2:29][NH:28][CH2:27][CH2:26]2)[CH:20]=1)=[O:17]. (2) Given the product [F:25][C:26]1[CH:31]=[CH:30][C:29]([F:32])=[CH:28][C:27]=1[C:2]1[N:7]=[C:6]([N:8]([CH3:24])[C:9]2[CH:14]=[CH:13][N:12]=[C:11]([NH:15][CH2:16][CH2:17][C:18]3[CH:19]=[N:20][CH:21]=[CH:22][CH:23]=3)[N:10]=2)[CH:5]=[CH:4][N:3]=1, predict the reactants needed to synthesize it. The reactants are: Cl[C:2]1[N:7]=[C:6]([N:8]([CH3:24])[C:9]2[CH:14]=[CH:13][N:12]=[C:11]([NH:15][CH2:16][CH2:17][C:18]3[CH:19]=[N:20][CH:21]=[CH:22][CH:23]=3)[N:10]=2)[CH:5]=[CH:4][N:3]=1.[F:25][C:26]1[CH:31]=[CH:30][C:29]([F:32])=[CH:28][C:27]=1B(O)O.C(=O)([O-])[O-].[Na+].[Na+].CCO. (3) Given the product [N+:1]([C:4]1[CH:5]=[CH:6][C:7](/[C:10](/[C:14]2[CH:15]=[CH:16][CH:17]=[CH:18][CH:19]=2)=[CH:11]\[CH:12]=[O:13])=[CH:8][CH:9]=1)([O-:3])=[O:2], predict the reactants needed to synthesize it. The reactants are: [N+:1]([C:4]1[CH:9]=[CH:8][C:7](/[C:10](/[C:14]2[CH:19]=[CH:18][CH:17]=[CH:16][CH:15]=2)=[CH:11]\[CH2:12][OH:13])=[CH:6][CH:5]=1)([O-:3])=[O:2].CC(OI1(OC(C)=O)(OC(C)=O)OC(=O)C2C=CC=CC1=2)=O. (4) Given the product [Br:18][C:19]1[C:20]([C:25]2[NH:29][N:28]=[CH:27][N:26]=2)=[C:21]([NH:24][C:14](=[O:16])[CH2:13][N:10]2[C:11]3[C:6](=[CH:5][CH:4]=[C:3]([C:1]#[N:2])[CH:12]=3)[CH:7]=[CH:8][C:9]2=[O:17])[S:22][CH:23]=1, predict the reactants needed to synthesize it. The reactants are: [C:1]([C:3]1[CH:12]=[C:11]2[C:6]([CH:7]=[CH:8][C:9](=[O:17])[N:10]2[CH2:13][C:14]([OH:16])=O)=[CH:5][CH:4]=1)#[N:2].[Br:18][C:19]1[C:20]([C:25]2[NH:29][N:28]=[CH:27][N:26]=2)=[C:21]([NH2:24])[S:22][CH:23]=1. (5) Given the product [F:34][C:29]1[CH:30]=[CH:31][CH:32]=[CH:33][C:28]=1[C:25]1[CH:26]=[N:27][C:22]([N:10]2[C:11]3[C:16](=[CH:15][CH:14]=[C:13]([C:17]([O:19][CH3:20])=[O:18])[CH:12]=3)[C:8]([CH3:7])=[CH:9]2)=[N:23][CH:24]=1, predict the reactants needed to synthesize it. The reactants are: C(=O)([O-])[O-].[K+].[K+].[CH3:7][C:8]1[C:16]2[C:11](=[CH:12][C:13]([C:17]([O:19][CH3:20])=[O:18])=[CH:14][CH:15]=2)[NH:10][CH:9]=1.Cl[C:22]1[N:27]=[CH:26][C:25]([C:28]2[CH:33]=[CH:32][CH:31]=[CH:30][C:29]=2[F:34])=[CH:24][N:23]=1.O. (6) Given the product [C:19]([O:18][C:16]([N:23]1[CH2:28][CH2:27][C:26]([OH:29])([CH:7]([C:8]([OH:10])=[O:9])[C:1]2[CH:6]=[CH:5][CH:4]=[CH:3][CH:2]=2)[CH2:25][CH2:24]1)=[O:17])([CH3:22])([CH3:20])[CH3:21], predict the reactants needed to synthesize it. The reactants are: [C:1]1([CH2:7][C:8]([OH:10])=[O:9])[CH:6]=[CH:5][CH:4]=[CH:3][CH:2]=1.C([Mg]Cl)(C)C.[C:16]([N:23]1[CH2:28][CH2:27][C:26](=[O:29])[CH2:25][CH2:24]1)([O:18][C:19]([CH3:22])([CH3:21])[CH3:20])=[O:17]. (7) Given the product [CH2:1]([O:3][C:4](=[O:26])[CH2:5][O:6][CH2:7]/[CH:8]=[CH:9]\[CH2:10][N:11]1[C:12](=[O:25])[CH2:13][CH2:14][C@@H:15]1/[CH:16]=[CH:17]/[CH:18]([OH:24])[CH2:19][CH2:20][CH2:21][CH2:22][CH3:23])[CH3:2], predict the reactants needed to synthesize it. The reactants are: [CH2:1]([O:3][C:4](=[O:26])[CH2:5][O:6][CH2:7]/[CH:8]=[CH:9]\[CH2:10][N:11]1[C@@H:15](/[CH:16]=[CH:17]/[C:18](=[O:24])[CH2:19][CH2:20][CH2:21][CH2:22][CH3:23])[CH2:14][CH2:13][C:12]1=[O:25])[CH3:2].[BH4-].[Na+].Cl.C(OCC)(=O)C. (8) Given the product [F:2][C:3]1[C:11]2[NH:10][C:9](=[O:12])[N:8]([CH:13]3[CH2:14][CH2:15][N:16]([C:24]4([C:30]#[N:31])[CH2:25][CH2:26][O:21][CH2:22][CH2:23]4)[CH2:17][CH2:18]3)[C:7]=2[CH:6]=[C:5]([CH3:19])[C:4]=1[F:20], predict the reactants needed to synthesize it. The reactants are: Cl.[F:2][C:3]1[C:11]2[NH:10][C:9](=[O:12])[N:8]([CH:13]3[CH2:18][CH2:17][NH:16][CH2:15][CH2:14]3)[C:7]=2[CH:6]=[C:5]([CH3:19])[C:4]=1[F:20].[O:21]1[CH2:26][CH2:25][C:24](=O)[CH2:23][CH2:22]1.CC(C)(O)[C:30]#[N:31].S([O-])([O-])(=O)=O.[Mg+2]. (9) The reactants are: Cl.[NH:2]1[CH2:5][CH:4]([NH:6][C:7]2[C:12]([F:13])=[CH:11][N:10]=[C:9]([C:14]3[C:22]4[C:17](=[N:18][CH:19]=[C:20]([Cl:23])[CH:21]=4)[N:16]([S:24]([C:27]4[CH:33]=[CH:32][C:30]([CH3:31])=[CH:29][CH:28]=4)(=[O:26])=[O:25])[CH:15]=3)[N:8]=2)[CH2:3]1.CCN(C(C)C)C(C)C.[C:43](=O)([O:52][C@H:53]1[CH2:57][CH2:56][O:55][CH2:54]1)[O:44]N1C(=O)CCC1=O. Given the product [Cl:23][C:20]1[CH:21]=[C:22]2[C:14]([C:9]3[N:8]=[C:7]([NH:6][CH:4]4[CH2:3][N:2]([C:43]([O:52][C@H:53]5[CH2:57][CH2:56][O:55][CH2:54]5)=[O:44])[CH2:5]4)[C:12]([F:13])=[CH:11][N:10]=3)=[CH:15][N:16]([S:24]([C:27]3[CH:33]=[CH:32][C:30]([CH3:31])=[CH:29][CH:28]=3)(=[O:26])=[O:25])[C:17]2=[N:18][CH:19]=1, predict the reactants needed to synthesize it.